From a dataset of Catalyst prediction with 721,799 reactions and 888 catalyst types from USPTO. Predict which catalyst facilitates the given reaction. Reactant: [N+:1]([C:4]1[CH:5]=[C:6]([C@@H:10]([NH2:12])[CH3:11])[CH:7]=[CH:8][CH:9]=1)([O-:3])=[O:2].[Br:13][C:14]1[CH:19]=[CH:18][CH:17]=[C:16](Br)[N:15]=1.C1(P(C2C(P(C3C=CC=CC=3)C3C=CC=CC=3)=C(C3C4C(=CC=CC=4)C=CC=3)C3C(C=2)=CC=CC=3)C2C=CC=CC=2)C=CC=CC=1.CC(C)([O-])C.[Na+]. Product: [Br:13][C:14]1[N:15]=[C:16]([NH:12][C@H:10]([C:6]2[CH:7]=[CH:8][CH:9]=[C:4]([N+:1]([O-:3])=[O:2])[CH:5]=2)[CH3:11])[CH:17]=[CH:18][CH:19]=1. The catalyst class is: 133.